From a dataset of NCI-60 drug combinations with 297,098 pairs across 59 cell lines. Regression. Given two drug SMILES strings and cell line genomic features, predict the synergy score measuring deviation from expected non-interaction effect. (1) Drug 1: C1CN1C2=NC(=NC(=N2)N3CC3)N4CC4. Drug 2: CCC1(CC2CC(C3=C(CCN(C2)C1)C4=CC=CC=C4N3)(C5=C(C=C6C(=C5)C78CCN9C7C(C=CC9)(C(C(C8N6C)(C(=O)OC)O)OC(=O)C)CC)OC)C(=O)OC)O.OS(=O)(=O)O. Cell line: TK-10. Synergy scores: CSS=9.33, Synergy_ZIP=-3.26, Synergy_Bliss=3.39, Synergy_Loewe=0.648, Synergy_HSA=0.866. (2) Drug 1: C1CNP(=O)(OC1)N(CCCl)CCCl. Drug 2: CC1CCCC2(C(O2)CC(NC(=O)CC(C(C(=O)C(C1O)C)(C)C)O)C(=CC3=CSC(=N3)C)C)C. Cell line: NCI-H460. Synergy scores: CSS=66.5, Synergy_ZIP=0.143, Synergy_Bliss=-0.295, Synergy_Loewe=-21.4, Synergy_HSA=-0.198.